Task: Predict which catalyst facilitates the given reaction.. Dataset: Catalyst prediction with 721,799 reactions and 888 catalyst types from USPTO (1) Reactant: C[Si](C)(C)N[Si](C)(C)C.[Li].[Cl:11][C:12]1[CH:29]=[CH:28][C:15]([CH2:16][N:17]2[C:22](=[O:23])[CH:21]=[C:20]3[S:24][CH:25]=[CH:26][N:19]3[C:18]2=[O:27])=[CH:14][CH:13]=1.[Cl:30][C:31]1[CH:32]=[C:33]([CH:38]=[CH:39][C:40]=1[Cl:41])[CH2:34][N:35]=[C:36]=[O:37].[Cl-].[NH4+]. Product: [Cl:30][C:31]1[CH:32]=[C:33]([CH:38]=[CH:39][C:40]=1[Cl:41])[CH2:34][NH:35][C:36]([C:25]1[S:24][C:20]2[N:19]([C:18](=[O:27])[N:17]([CH2:16][C:15]3[CH:14]=[CH:13][C:12]([Cl:11])=[CH:29][CH:28]=3)[C:22](=[O:23])[CH:21]=2)[CH:26]=1)=[O:37]. The catalyst class is: 765. (2) Reactant: Cl[C:2]1[C:11]2[C:6](=[CH:7][C:8]([O:14][CH3:15])=[C:9]([O:12][CH3:13])[CH:10]=2)[N:5]=[CH:4][N:3]=1.[F:16][C:17]1[CH:23]=[C:22]([N+:24]([O-:26])=[O:25])[CH:21]=[CH:20][C:18]=1[NH2:19].C(=O)([O-])[O-].[Cs+].[Cs+]. Product: [F:16][C:17]1[CH:23]=[C:22]([N+:24]([O-:26])=[O:25])[CH:21]=[CH:20][C:18]=1[NH:19][C:2]1[C:11]2[C:6](=[CH:7][C:8]([O:14][CH3:15])=[C:9]([O:12][CH3:13])[CH:10]=2)[N:5]=[CH:4][N:3]=1. The catalyst class is: 31. (3) Reactant: [NH2:1][C:2]1[C:3]([NH:13][CH2:14][CH2:15][CH2:16][OH:17])=[C:4]([CH:9]=[CH:10][C:11]=1[Cl:12])[C:5]([O:7][CH3:8])=[O:6].[N:18]([C:21]1[CH:22]=[CH:23][C:24]([N:28]([CH3:30])[CH3:29])=[N:25][C:26]=1[CH3:27])=[C:19]=[S:20]. Product: [Cl:12][C:11]1[CH:10]=[CH:9][C:4]([C:5]([O:7][CH3:8])=[O:6])=[C:3]([NH:13][CH2:14][CH2:15][CH2:16][OH:17])[C:2]=1[NH:1][C:19](=[S:20])[NH:18][C:21]1[C:26]([CH3:27])=[N:25][C:24]([N:28]([CH3:29])[CH3:30])=[CH:23][CH:22]=1. The catalyst class is: 7. (4) Reactant: [CH3:1][O:2][C:3](=[O:30])[CH2:4][CH:5]([N:19]1[CH2:27][C:26]2[C:21](=[C:22]([NH2:28])[CH:23]=[CH:24][CH:25]=2)[C:20]1=[O:29])[C:6]1[CH:11]=[CH:10][C:9]([O:12][CH:13]([F:15])[F:14])=[C:8]([O:16][CH2:17][CH3:18])[CH:7]=1.[CH:31]1([C:34](Cl)=[O:35])[CH2:33][CH2:32]1. Product: [CH3:1][O:2][C:3](=[O:30])[CH2:4][CH:5]([N:19]1[CH2:27][C:26]2[C:21](=[C:22]([NH:28][C:34]([CH:31]3[CH2:33][CH2:32]3)=[O:35])[CH:23]=[CH:24][CH:25]=2)[C:20]1=[O:29])[C:6]1[CH:11]=[CH:10][C:9]([O:12][CH:13]([F:15])[F:14])=[C:8]([O:16][CH2:17][CH3:18])[CH:7]=1. The catalyst class is: 1. (5) Reactant: [CH3:1]C(C)([O-])C.[K+].[Cl:7][C:8]1[CH:15]=[CH:14][CH:13]=[C:12]([F:16])[C:9]=1[CH:10]=O. Product: [Cl:7][C:8]1[CH:15]=[CH:14][CH:13]=[C:12]([F:16])[C:9]=1[CH:10]=[CH2:1]. The catalyst class is: 597. (6) Reactant: [Cl:1][C:2]1[CH:3]=[C:4]([C@@H:10]([CH2:14][CH:15]2[CH2:18][C:17](=[O:19])[CH2:16]2)[C:11]([OH:13])=[O:12])[CH:5]=[CH:6][C:7]=1SC.[S:20]([O-:25])(O[O-])(=O)=[O:21].[K+].[K+].[Mn]([O-])(=O)(=O)=O.[K+].[CH3:34]C(C)=O. The catalyst class is: 72. Product: [Cl:1][C:2]1[CH:3]=[C:4]([C@@H:10]([CH2:14][CH:15]2[CH2:16][C:17](=[O:19])[CH2:18]2)[C:11]([OH:13])=[O:12])[CH:5]=[CH:6][C:7]=1[S:20]([CH3:34])(=[O:25])=[O:21]. (7) Reactant: C(O[C:9](=O)[N:10]([CH2:12][CH2:13][O:14][Si:15]([C:28]([CH3:31])([CH3:30])[CH3:29])([C:22]1[CH:27]=[CH:26][CH:25]=[CH:24][CH:23]=1)[C:16]1[CH:21]=[CH:20][CH:19]=[CH:18][CH:17]=1)C)C1C=CC=CC=1. Product: [Si:15]([O:14][CH2:13][CH2:12][NH:10][CH3:9])([C:28]([CH3:30])([CH3:31])[CH3:29])([C:22]1[CH:23]=[CH:24][CH:25]=[CH:26][CH:27]=1)[C:16]1[CH:17]=[CH:18][CH:19]=[CH:20][CH:21]=1. The catalyst class is: 19.